Dataset: Forward reaction prediction with 1.9M reactions from USPTO patents (1976-2016). Task: Predict the product of the given reaction. Given the reactants [O:1]1[CH2:6][CH2:5][N:4]([C:7]2[CH:8]=[C:9]([C:14]3[CH:27]=[CH:26][CH:25]=[C:24]4[C:15]=3[S:16][C:17]3[CH:18]=[CH:19][C:20]([NH:28][CH:29]([CH3:43])[C@@H:30]([NH:32]C(=O)OCC5C=CC=CC=5)[CH3:31])=[CH:21][C:22]=3[S:23]4)[NH:10][C:11](=[O:13])[CH:12]=2)[CH2:3][CH2:2]1, predict the reaction product. The product is: [NH2:32][C@@H:30]([CH3:31])[CH:29]([NH:28][C:20]1[CH:21]=[C:22]2[C:17](=[CH:18][CH:19]=1)[S:16][C:15]1[C:14]([C:9]3[NH:10][C:11](=[O:13])[CH:12]=[C:7]([N:4]4[CH2:3][CH2:2][O:1][CH2:6][CH2:5]4)[CH:8]=3)=[CH:27][CH:26]=[CH:25][C:24]=1[S:23]2)[CH3:43].